From a dataset of Full USPTO retrosynthesis dataset with 1.9M reactions from patents (1976-2016). Predict the reactants needed to synthesize the given product. (1) Given the product [F:1][C:2]1[CH:7]=[CH:6][C:5]([C:8]2[C:16]3[C:11](=[CH:12][CH:13]=[C:14]([NH:17][C:18]([CH:20]4[CH2:24][CH2:23][N:22]([CH2:26][C:27]([N:29]5[CH2:30][CH:31]=[C:32]([C:35]6[CH:40]=[CH:39][C:38]([C:41]7[N:42]=[CH:43][C:44]([F:47])=[CH:45][N:46]=7)=[C:37]([F:48])[CH:36]=6)[CH2:33][CH2:34]5)=[O:28])[CH2:21]4)=[O:19])[CH:15]=3)[NH:10][N:9]=2)=[CH:4][CH:3]=1, predict the reactants needed to synthesize it. The reactants are: [F:1][C:2]1[CH:7]=[CH:6][C:5]([C:8]2[C:16]3[C:11](=[CH:12][CH:13]=[C:14]([NH:17][C:18]([CH:20]4[CH2:24][CH2:23][NH:22][CH2:21]4)=[O:19])[CH:15]=3)[NH:10][N:9]=2)=[CH:4][CH:3]=1.Cl[CH2:26][C:27]([N:29]1[CH2:34][CH:33]=[C:32]([C:35]2[CH:40]=[CH:39][C:38]([C:41]3[N:46]=[CH:45][C:44]([F:47])=[CH:43][N:42]=3)=[C:37]([F:48])[CH:36]=2)[CH2:31][CH2:30]1)=[O:28].C(=O)(O)[O-].[K+].[I-].[Na+]. (2) The reactants are: Cl[C:2]1[C:7]([NH2:8])=[C:6]([Cl:9])[N:5]=[C:4]([S:10][CH2:11][CH2:12][CH3:13])[N:3]=1.C(O)(=O)[C@@H]([C@H](C(O)=O)O)O.[NH2:24][C@H:25]1[C@@H:29]2[O:30][C:31]([CH3:34])([CH3:33])[O:32][C@@H:28]2[C@@H:27]([O:35][CH2:36][CH2:37][OH:38])[CH2:26]1.CS(C)=O.C(=O)(O)[O-].[Na+]. Given the product [NH2:8][C:7]1[C:2]([NH:24][C@H:25]2[C@@H:29]3[O:30][C:31]([CH3:33])([CH3:34])[O:32][C@@H:28]3[C@@H:27]([O:35][CH2:36][CH2:37][OH:38])[CH2:26]2)=[N:3][C:4]([S:10][CH2:11][CH2:12][CH3:13])=[N:5][C:6]=1[Cl:9], predict the reactants needed to synthesize it. (3) Given the product [OH:1][C:2]1([CH2:29][CH2:30][C:31]2[CH:32]=[N:33][CH:34]=[CH:35][CH:36]=2)[CH2:3][CH2:4][N:5]([C:8](=[O:28])[CH2:9][O:10][CH2:11][CH2:12][N:13]([CH3:27])[S:14]([C:17]2[C:22]([CH3:23])=[CH:21][C:20]([O:24][CH3:25])=[CH:19][C:18]=2[CH3:26])(=[O:15])=[O:16])[CH2:6][CH2:7]1, predict the reactants needed to synthesize it. The reactants are: [OH:1][C:2]1(/[CH:29]=[CH:30]/[C:31]2[CH:32]=[N:33][CH:34]=[CH:35][CH:36]=2)[CH2:7][CH2:6][N:5]([C:8](=[O:28])[CH2:9][O:10][CH2:11][CH2:12][N:13]([CH3:27])[S:14]([C:17]2[C:22]([CH3:23])=[CH:21][C:20]([O:24][CH3:25])=[CH:19][C:18]=2[CH3:26])(=[O:16])=[O:15])[CH2:4][CH2:3]1. (4) The reactants are: [CH2:1]([O:3][C:4]([C:6]1([CH2:19][CH:20]=O)[CH2:11][CH2:10][N:9]([C:12]([O:14][C:15]([CH3:18])([CH3:17])[CH3:16])=[O:13])[CH2:8][CH2:7]1)=[O:5])[CH3:2].[NH2:22][C:23]1[CH:24]=[N:25][C:26]([Cl:29])=[N:27][CH:28]=1.CC(O)=O.[BH-](OC(C)=O)(OC(C)=O)OC(C)=O.[Na+].[NH4+].[OH-]. Given the product [CH2:1]([O:3][C:4]([C:6]1([CH2:19][CH2:20][NH:22][C:23]2[CH:24]=[N:25][C:26]([Cl:29])=[N:27][CH:28]=2)[CH2:7][CH2:8][N:9]([C:12]([O:14][C:15]([CH3:18])([CH3:16])[CH3:17])=[O:13])[CH2:10][CH2:11]1)=[O:5])[CH3:2], predict the reactants needed to synthesize it. (5) Given the product [OH:20][CH:19]([C:2]1[CH:7]=[CH:6][CH:5]=[CH:4][N:3]=1)[C@@H:21]1[CH2:26][C@H:25]([N:27]([C:32]([C:34]2[N:38]([CH2:39][CH2:40][CH2:41][CH2:42][O:43][CH3:44])[C:37]3[CH:45]=[CH:46][CH:47]=[CH:48][C:36]=3[N:35]=2)=[O:33])[CH2:28][CH:29]([CH3:30])[CH3:31])[CH2:24][N:23]([C:49]([O:51][C:52]([CH3:53])([CH3:55])[CH3:54])=[O:50])[CH2:22]1, predict the reactants needed to synthesize it. The reactants are: Br[C:2]1[CH:7]=[CH:6][CH:5]=[CH:4][N:3]=1.CCCCCC.C([Li])CCC.[CH:19]([C@@H:21]1[CH2:26][C@H:25]([N:27]([C:32]([C:34]2[N:38]([CH2:39][CH2:40][CH2:41][CH2:42][O:43][CH3:44])[C:37]3[CH:45]=[CH:46][CH:47]=[CH:48][C:36]=3[N:35]=2)=[O:33])[CH2:28][CH:29]([CH3:31])[CH3:30])[CH2:24][N:23]([C:49]([O:51][C:52]([CH3:55])([CH3:54])[CH3:53])=[O:50])[CH2:22]1)=[O:20].[Cl-].[NH4+].